Dataset: Reaction yield outcomes from USPTO patents with 853,638 reactions. Task: Predict the reaction yield, written as a fraction of the theoretical maximum amount of product (1.0 means a 100% yield; for example, 0.34 means a 34% yield). (1) The reactants are [N:1]1([CH2:5][C:6]2[N:10]([CH3:11])[N:9]=[C:8]([NH2:12])[CH:7]=2)[CH2:4][CH2:3][CH2:2]1.Br[C:14]1[C:15](=[O:22])[N:16]([CH3:21])[CH:17]=[C:18]([Br:20])[CH:19]=1.C(=O)([O-])[O-].[Cs+].[Cs+].CC1(C)C2C(=C(P(C3C=CC=CC=3)C3C=CC=CC=3)C=CC=2)OC2C(P(C3C=CC=CC=3)C3C=CC=CC=3)=CC=CC1=2. The catalyst is C1C=CC(/C=C/C(/C=C/C2C=CC=CC=2)=O)=CC=1.C1C=CC(/C=C/C(/C=C/C2C=CC=CC=2)=O)=CC=1.C1C=CC(/C=C/C(/C=C/C2C=CC=CC=2)=O)=CC=1.[Pd].[Pd].C(Cl)Cl.CO.O1CCOCC1. The product is [N:1]1([CH2:5][C:6]2[N:10]([CH3:11])[N:9]=[C:8]([NH:12][C:14]3[C:15](=[O:22])[N:16]([CH3:21])[CH:17]=[C:18]([Br:20])[CH:19]=3)[CH:7]=2)[CH2:4][CH2:3][CH2:2]1. The yield is 0.980. (2) The reactants are [NH2:1][C:2]1[CH:3]=[C:4]([OH:12])[C:5](=[CH:10][CH:11]=1)[C:6]([O:8][CH3:9])=[O:7].[C:13]1([S:23](Cl)(=[O:25])=[O:24])[C:22]2[C:17](=[CH:18][CH:19]=[CH:20][CH:21]=2)[CH:16]=[CH:15][CH:14]=1. No catalyst specified. The product is [OH:12][C:4]1[CH:3]=[C:2]([NH:1][S:23]([C:13]2[C:22]3[C:17](=[CH:18][CH:19]=[CH:20][CH:21]=3)[CH:16]=[CH:15][CH:14]=2)(=[O:25])=[O:24])[CH:11]=[CH:10][C:5]=1[C:6]([O:8][CH3:9])=[O:7]. The yield is 0.780.